From a dataset of Forward reaction prediction with 1.9M reactions from USPTO patents (1976-2016). Predict the product of the given reaction. (1) Given the reactants COC(=O)[O:4][CH:5]1[C:11]2=[N:12][CH:13]=[C:14]([NH:16][C:17]([O:19][CH2:20][CH3:21])=[O:18])[CH:15]=[C:10]2[CH2:9][CH2:8][CH2:7][CH2:6]1.C([O-])([O-])=O.[K+].[K+], predict the reaction product. The product is: [CH2:20]([O:19][C:17](=[O:18])[NH:16][C:14]1[CH:15]=[C:10]2[CH2:9][CH2:8][CH2:7][CH2:6][CH:5]([OH:4])[C:11]2=[N:12][CH:13]=1)[CH3:21]. (2) Given the reactants [CH2:1]([O:3][C:4]([C:6]1[S:7][C:8](Cl)=[C:9]([N+:11]([O-:13])=[O:12])[CH:10]=1)=[O:5])[CH3:2].[SH:15][C:16]1[CH:21]=[CH:20][C:19]([OH:22])=[CH:18][CH:17]=1.C(=O)([O-])[O-].[Cs+].[Cs+].O, predict the reaction product. The product is: [CH2:1]([O:3][C:4]([C:6]1[S:7][C:8]([S:15][C:16]2[CH:21]=[CH:20][C:19]([OH:22])=[CH:18][CH:17]=2)=[C:9]([N+:11]([O-:13])=[O:12])[CH:10]=1)=[O:5])[CH3:2]. (3) Given the reactants CS(C)=O.[N:5]1[CH:10]=[CH:9][CH:8]=[C:7]2[CH2:11][CH:12]([OH:16])[CH2:13][CH2:14][CH2:15][C:6]=12.CCN(CC)CC.O, predict the reaction product. The product is: [N:5]1[CH:10]=[CH:9][CH:8]=[C:7]2[CH2:11][C:12](=[O:16])[CH2:13][CH2:14][CH2:15][C:6]=12. (4) Given the reactants [CH:1]([O:4][C:5]1[CH:13]=[CH:12][C:8](C(O)=O)=[CH:7][C:6]=1[CH3:14])([CH3:3])[CH3:2].OC1C=C(C=CC=1C)[C:19]([OH:21])=[O:20], predict the reaction product. The product is: [CH:1]([O:4][C:5]1[CH:13]=[C:12]([CH:8]=[CH:7][C:6]=1[CH3:14])[C:19]([OH:21])=[O:20])([CH3:2])[CH3:3]. (5) Given the reactants [NH2:1][C:2]1[N:7]=[C:6]([N:8]2[C:16]3[C:11](=[CH:12][CH:13]=[C:14](Br)[CH:15]=3)[C:10]([CH2:18][C:19]([CH3:24])([OH:23])[CH:20]([F:22])[F:21])=[N:9]2)[CH:5]=[CH:4][N:3]=1.[CH3:25][C:26]1[O:30][N:29]=[C:28]([C@:31]([OH:35])([C:33]#[CH:34])[CH3:32])[N:27]=1, predict the reaction product. The product is: [NH2:1][C:2]1[N:7]=[C:6]([N:8]2[C:16]3[C:11](=[CH:12][CH:13]=[C:14]([C:34]#[C:33][C@:31]([C:28]4[N:27]=[C:26]([CH3:25])[O:30][N:29]=4)([OH:35])[CH3:32])[CH:15]=3)[C:10]([CH2:18][C:19]([OH:23])([CH3:24])[CH:20]([F:22])[F:21])=[N:9]2)[CH:5]=[CH:4][N:3]=1. (6) Given the reactants [CH2:1]([O:3][CH2:4][CH2:5][N:6]1[CH:10]=[C:9](I)[CH:8]=[N:7]1)[CH3:2].C(O[B:16]1[O:20][C:19]([CH3:22])([CH3:21])[C:18]([CH3:24])([CH3:23])[O:17]1)(C)C, predict the reaction product. The product is: [CH2:1]([O:3][CH2:4][CH2:5][N:6]1[CH:10]=[C:9]([B:16]2[O:20][C:19]([CH3:22])([CH3:21])[C:18]([CH3:24])([CH3:23])[O:17]2)[CH:8]=[N:7]1)[CH3:2]. (7) Given the reactants [CH3:1][C:2]1[O:16][C:5]2[CH:6]=[CH:7][C:8]3[O:9][CH2:10][C@H:11]([CH2:14][OH:15])[O:12][C:13]=3[C:4]=2[CH:3]=1.[C:17]1([CH3:27])[CH:22]=[CH:21][C:20]([S:23](Cl)(=[O:25])=[O:24])=[CH:19][CH:18]=1, predict the reaction product. The product is: [CH3:27][C:17]1[CH:22]=[CH:21][C:20]([S:23]([O:15][CH2:14][CH:11]2[CH2:10][O:9][C:8]3[CH:7]=[CH:6][C:5]4[O:16][C:2]([CH3:1])=[CH:3][C:4]=4[C:13]=3[O:12]2)(=[O:25])=[O:24])=[CH:19][CH:18]=1. (8) Given the reactants [Cl:1][CH2:2][CH2:3][CH2:4][O:5][C:6]1[CH:11]=[CH:10][C:9]([C:12]2[O:13][C:14]([C:18]([O:20]C)=[O:19])=[C:15]([CH3:17])[N:16]=2)=[CH:8][CH:7]=1.CO.[OH-].[Na+].Cl, predict the reaction product. The product is: [Cl:1][CH2:2][CH2:3][CH2:4][O:5][C:6]1[CH:11]=[CH:10][C:9]([C:12]2[O:13][C:14]([C:18]([OH:20])=[O:19])=[C:15]([CH3:17])[N:16]=2)=[CH:8][CH:7]=1. (9) Given the reactants [Cl:1][C:2]1[C:11]2[C:6](=[CH:7][CH:8]=[C:9](F)[CH:10]=2)[C:5]([OH:13])=[CH:4][N:3]=1.C([O-])([O-])=O.[K+].[K+].[CH:20]1(CBr)C[CH2:21]1, predict the reaction product. The product is: [Cl:1][C:2]1[C:11]2[C:6](=[CH:7][CH:8]=[CH:9][CH:10]=2)[C:5]([O:13][CH2:20][CH3:21])=[CH:4][N:3]=1.